This data is from Reaction yield outcomes from USPTO patents with 853,638 reactions. The task is: Predict the reaction yield, written as a fraction of the theoretical maximum amount of product (1.0 means a 100% yield; for example, 0.34 means a 34% yield). (1) The reactants are [CH3:1][O:2][C:3]1[CH:9]=[CH:8][C:7]([C:10]([F:13])([F:12])[F:11])=[CH:6][C:4]=1[NH2:5].C1N=CN([C:19](N2C=NC=C2)=[O:20])C=1.[CH3:26][NH:27][C:28]([C:30]1[CH:35]=[C:34]([O:36][C:37]2[CH:43]=[CH:42][C:40]([NH2:41])=[CH:39][CH:38]=2)[CH:33]=[CH:32][N:31]=1)=[O:29].O. The catalyst is C(Cl)Cl. The product is [CH3:1][O:2][C:3]1[CH:9]=[CH:8][C:7]([C:10]([F:11])([F:12])[F:13])=[CH:6][C:4]=1[NH:5][C:19]([NH:41][C:40]1[CH:42]=[CH:43][C:37]([O:36][C:34]2[CH:33]=[CH:32][N:31]=[C:30]([C:28](=[O:29])[NH:27][CH3:26])[CH:35]=2)=[CH:38][CH:39]=1)=[O:20]. The yield is 0.300. (2) The reactants are [Br:1][C:2]1[CH:3]=[C:4]([CH:12]([CH2:16][CH:17]2[CH2:21][CH2:20][CH2:19][CH2:18]2)[C:13]([OH:15])=O)[CH:5]=[CH:6][C:7]=1[S:8]([CH3:11])(=[O:10])=[O:9].F[P-](F)(F)(F)(F)F.N1(O[P+](N(C)C)(N(C)C)N(C)C)C2C=CC=CC=2N=N1.C(N(CC)CC)C.S(O)(O)(=O)=O.[NH2:61][C:62]1[NH:63][CH:64]=[CH:65][N:66]=1. The catalyst is C(Cl)Cl. The product is [Br:1][C:2]1[CH:3]=[C:4]([CH:12]([CH2:16][CH:17]2[CH2:21][CH2:20][CH2:19][CH2:18]2)[C:13]([NH:61][C:62]2[NH:63][CH:64]=[CH:65][N:66]=2)=[O:15])[CH:5]=[CH:6][C:7]=1[S:8]([CH3:11])(=[O:9])=[O:10]. The yield is 0.530. (3) The reactants are [C:1]([N:4]1[C:13]2[C:8](=[CH:9][C:10]([C:14]3[CH:19]=[CH:18][C:17]([CH2:20][C:21](O)=[O:22])=[CH:16][CH:15]=3)=[CH:11][CH:12]=2)[C@H:7]([NH:24][C:25]2[CH:30]=[CH:29][C:28]([C:31]#[N:32])=[CH:27][N:26]=2)[CH2:6][C@@H:5]1[CH3:33])(=[O:3])[CH3:2].[Li].[CH2:35]([CH2:37][NH2:38])[OH:36].CN(C(ON1N=NC2C=CC=NC1=2)=[N+](C)C)C.F[P-](F)(F)(F)(F)F.CCN(C(C)C)C(C)C. The catalyst is CN(C=O)C.CCOC(C)=O.O. The product is [C:1]([N:4]1[C:13]2[C:8](=[CH:9][C:10]([C:14]3[CH:15]=[CH:16][C:17]([CH2:20][C:21]([NH:38][CH2:37][CH2:35][OH:36])=[O:22])=[CH:18][CH:19]=3)=[CH:11][CH:12]=2)[C@H:7]([NH:24][C:25]2[CH:30]=[CH:29][C:28]([C:31]#[N:32])=[CH:27][N:26]=2)[CH2:6][C@@H:5]1[CH3:33])(=[O:3])[CH3:2]. The yield is 0.110. (4) The reactants are [CH:1]1([NH:6][C:7]([CH:9]2[CH2:14][CH2:13][CH2:12][NH:11][C:10]2=[O:15])=[O:8])[CH2:5][CH2:4][CH2:3][CH2:2]1.[CH2:16]=[O:17]. The yield is 0.860. The product is [CH:1]1([NH:6][C:7]([C:9]2([CH2:16][OH:17])[CH2:14][CH2:13][CH2:12][NH:11][C:10]2=[O:15])=[O:8])[CH2:2][CH2:3][CH2:4][CH2:5]1. The catalyst is C1COCC1.[OH-].[K+].